The task is: Binary Classification. Given a T-cell receptor sequence (or CDR3 region) and an epitope sequence, predict whether binding occurs between them.. This data is from TCR-epitope binding with 47,182 pairs between 192 epitopes and 23,139 TCRs. (1) The epitope is LLALHRSYL. The TCR CDR3 sequence is CASSPLAGGAYEQYF. Result: 0 (the TCR does not bind to the epitope). (2) The epitope is GLCTLVAML. The TCR CDR3 sequence is CASSWNRASSYEQYF. Result: 1 (the TCR binds to the epitope). (3) The epitope is RLRAEAQVK. Result: 0 (the TCR does not bind to the epitope). The TCR CDR3 sequence is CASSYGAGEDTQYF.